From a dataset of Forward reaction prediction with 1.9M reactions from USPTO patents (1976-2016). Predict the product of the given reaction. (1) Given the reactants N[C:2]1[CH:3]=[C:4]([C@@H:12]2[CH2:16][NH:15][C:14](=[O:17])[CH2:13]2)[C:5]([N+:9]([O-:11])=[O:10])=[CH:6][C:7]=1[Cl:8].N([O-])=O.[Na+].O, predict the reaction product. The product is: [Cl:8][C:7]1[CH:2]=[CH:3][C:4]([C@@H:12]2[CH2:16][NH:15][C:14](=[O:17])[CH2:13]2)=[C:5]([N+:9]([O-:11])=[O:10])[CH:6]=1. (2) Given the reactants [CH2:1]([O:8][C:9]1[N:24]=[C:23]([C:25]2[CH:33]=[CH:32][C:31]3[N:30]4[CH2:34][CH:35]([NH:37][C:38]([O:40][C:41]([CH3:44])([CH3:43])[CH3:42])=[O:39])[CH2:36][C:29]4=[CH:28][C:27]=3[CH:26]=2)[C:22]([CH3:45])=[C:21]([O:46][CH2:47][C:48]2[CH:53]=[CH:52][CH:51]=[CH:50][CH:49]=2)[C:10]=1[C:11]([O:13][CH2:14][C:15]1[CH:20]=[CH:19][CH:18]=[CH:17][CH:16]=1)=[O:12])[C:2]1[CH:7]=[CH:6][CH:5]=[CH:4][CH:3]=1.[H-].[Na+].I[CH3:57], predict the reaction product. The product is: [CH2:1]([O:8][C:9]1[N:24]=[C:23]([C:25]2[CH:33]=[CH:32][C:31]3[N:30]4[CH2:34][CH:35]([N:37]([C:38]([O:40][C:41]([CH3:42])([CH3:44])[CH3:43])=[O:39])[CH3:57])[CH2:36][C:29]4=[CH:28][C:27]=3[CH:26]=2)[C:22]([CH3:45])=[C:21]([O:46][CH2:47][C:48]2[CH:49]=[CH:50][CH:51]=[CH:52][CH:53]=2)[C:10]=1[C:11]([O:13][CH2:14][C:15]1[CH:16]=[CH:17][CH:18]=[CH:19][CH:20]=1)=[O:12])[C:2]1[CH:7]=[CH:6][CH:5]=[CH:4][CH:3]=1. (3) Given the reactants [Cl:1][C:2]1[CH:3]=[CH:4][CH:5]=[C:6]2[C:11]=1[C:10](=[O:12])[N:9]([CH2:13][C:14]1[CH:19]=[CH:18][C:17]([CH3:20])=[CH:16][C:15]=1[CH3:21])[C:8](OS(C(F)(F)F)(=O)=O)=[CH:7]2.[O:30]([C:37]1[CH:42]=[CH:41][C:40](B(O)O)=[CH:39][CH:38]=1)[C:31]1[CH:36]=[CH:35][CH:34]=[CH:33][CH:32]=1.C1([As](C2C=CC=CC=2)C2C=CC=CC=2)C=CC=CC=1.C(=O)([O-])[O-].[Na+].[Na+], predict the reaction product. The product is: [Cl:1][C:2]1[CH:3]=[CH:4][CH:5]=[C:6]2[C:11]=1[C:10](=[O:12])[N:9]([CH2:13][C:14]1[CH:19]=[CH:18][C:17]([CH3:20])=[CH:16][C:15]=1[CH3:21])[C:8]([C:40]1[CH:41]=[CH:42][C:37]([O:30][C:31]3[CH:36]=[CH:35][CH:34]=[CH:33][CH:32]=3)=[CH:38][CH:39]=1)=[CH:7]2. (4) The product is: [C:31]([O:30][C:28]([N:18]1[CH2:19][C@@H:20]([C:21]2[CH:26]=[CH:25][C:24]([F:27])=[CH:23][CH:22]=2)[C@@H:16]([C:50]([OH:46])=[O:35])[CH2:17]1)=[O:29])([CH3:34])([CH3:32])[CH3:33]. Given the reactants C([C@H]1COC(=O)N1C([C@@H:16]1[C@H:20]([C:21]2[CH:26]=[CH:25][C:24]([F:27])=[CH:23][CH:22]=2)[CH2:19][N:18]([C:28]([O:30][C:31]([CH3:34])([CH3:33])[CH3:32])=[O:29])[CH2:17]1)=O)C1C=CC=CC=1.[OH-:35].[Li+].OO.S([O-])([O-])=O.[Na+].[Na+].Cl.[O:46]1[CH2:50]CCC1.O, predict the reaction product. (5) Given the reactants [CH3:1][O:2][C:3]1[CH:8]=[C:7]([N+:9]([O-:11])=[O:10])[CH:6]=[CH:5][C:4]=1[OH:12].[O:13]1[CH2:17][CH2:16]OC1=O, predict the reaction product. The product is: [CH3:1][O:2][C:3]1[CH:8]=[C:7]([N+:9]([O-:11])=[O:10])[CH:6]=[CH:5][C:4]=1[O:12][CH2:16][CH2:17][OH:13]. (6) Given the reactants [NH2:1][C:2]1[CH:17]=[CH:16][C:5]([C:6]([NH:8][C:9]2[CH:14]=[CH:13][CH:12]=[C:11]([Cl:15])[CH:10]=2)=[O:7])=[CH:4][C:3]=1[N+:18]([O-])=O, predict the reaction product. The product is: [NH2:18][C:3]1[CH:4]=[C:5]([CH:16]=[CH:17][C:2]=1[NH2:1])[C:6]([NH:8][C:9]1[CH:14]=[CH:13][CH:12]=[C:11]([Cl:15])[CH:10]=1)=[O:7].